Dataset: Catalyst prediction with 721,799 reactions and 888 catalyst types from USPTO. Task: Predict which catalyst facilitates the given reaction. (1) Reactant: [OH:1][CH:2]1[CH2:7][CH2:6][CH:5]([C:8]([OH:10])=[O:9])[CH2:4][CH2:3]1.N1[CH:15]=[CH:14]N=C1.[C:16]([Si:20](Cl)([C:27]1[CH:32]=[CH:31][CH:30]=[CH:29][CH:28]=1)[C:21]1[CH:26]=[CH:25][CH:24]=[CH:23][CH:22]=1)([CH3:19])([CH3:18])[CH3:17].O. Product: [Si:20]([O:1][CH:2]1[CH2:7][CH2:6][CH:5]([C:8]([O:10][CH2:14][CH3:15])=[O:9])[CH2:4][CH2:3]1)([C:16]([CH3:19])([CH3:18])[CH3:17])([C:27]1[CH:28]=[CH:29][CH:30]=[CH:31][CH:32]=1)[C:21]1[CH:26]=[CH:25][CH:24]=[CH:23][CH:22]=1. The catalyst class is: 9. (2) Reactant: [H-].[Na+].[CH2:3]([O:5][C:6](=[O:26])[C:7]([OH:25])([C:21]([F:24])([F:23])[F:22])[CH2:8][C:9]([C:12]1[CH:17]=[C:16]([F:18])[CH:15]=[CH:14][C:13]=1[O:19][CH3:20])([CH3:11])[CH3:10])[CH3:4].[CH3:27][O:28][CH2:29]Cl.[Cl-].[NH4+]. Product: [CH2:3]([O:5][C:6](=[O:26])[C:7]([O:25][CH2:27][O:28][CH3:29])([C:21]([F:22])([F:23])[F:24])[CH2:8][C:9]([C:12]1[CH:17]=[C:16]([F:18])[CH:15]=[CH:14][C:13]=1[O:19][CH3:20])([CH3:11])[CH3:10])[CH3:4]. The catalyst class is: 3. (3) Reactant: [Br:1][C:2]1[CH:9]=[C:8]([CH3:10])[CH:7]=[CH:6][C:3]=1[CH:4]=[O:5].[N+:11]([O-])([OH:13])=[O:12]. Product: [Br:1][C:2]1[CH:9]=[C:8]([CH3:10])[C:7]([N+:11]([O-:13])=[O:12])=[CH:6][C:3]=1[CH:4]=[O:5]. The catalyst class is: 65. (4) Reactant: [NH2:1][CH2:2][C:3]([C:5]1[CH:10]=[CH:9][C:8]([C:11]([F:14])([F:13])[F:12])=[CH:7][CH:6]=1)=[O:4].CC1C=CC(S(O)(=O)=O)=CC=1.[C:26]1([C:36]2[CH:41]=[CH:40][CH:39]=[CH:38][CH:37]=2)[CH:31]=[CH:30][C:29]([S:32](Cl)(=[O:34])=[O:33])=[CH:28][CH:27]=1.CCN(CC)CC. Product: [O:4]=[C:3]([C:5]1[CH:10]=[CH:9][C:8]([C:11]([F:12])([F:13])[F:14])=[CH:7][CH:6]=1)[CH2:2][NH:1][S:32]([C:29]1[CH:28]=[CH:27][C:26]([C:36]2[CH:41]=[CH:40][CH:39]=[CH:38][CH:37]=2)=[CH:31][CH:30]=1)(=[O:34])=[O:33]. The catalyst class is: 4.